From a dataset of Forward reaction prediction with 1.9M reactions from USPTO patents (1976-2016). Predict the product of the given reaction. (1) The product is: [CH3:1][C:2]1([CH3:9])[O:6][CH:5]([CH2:7][O:8][CH2:12][CH2:11][C:10]#[N:13])[CH2:4][O:3]1. Given the reactants [CH3:1][C:2]1([CH3:9])[O:6][CH:5]([CH2:7][OH:8])[CH2:4][O:3]1.[C:10](#[N:13])[CH:11]=[CH2:12].[H-].[Na+].O, predict the reaction product. (2) Given the reactants Br[C:2]1[C:7]([CH:8]=[CH2:9])=[CH:6][N:5]=[C:4]([N:10]([CH2:20][C:21]2[CH:26]=[CH:25][C:24]([O:27][CH3:28])=[CH:23][CH:22]=2)[CH2:11][C:12]2[CH:17]=[CH:16][C:15]([O:18][CH3:19])=[CH:14][CH:13]=2)[CH:3]=1.C([O-])([O-])=O.[Cs+].[Cs+].[CH2:35]([Sn](CCCC)(CCCC)CCCC)[CH:36]=[CH2:37].[F-].[K+], predict the reaction product. The product is: [CH2:37]([C:2]1[C:7]([CH:8]=[CH2:9])=[CH:6][N:5]=[C:4]([N:10]([CH2:20][C:21]2[CH:26]=[CH:25][C:24]([O:27][CH3:28])=[CH:23][CH:22]=2)[CH2:11][C:12]2[CH:17]=[CH:16][C:15]([O:18][CH3:19])=[CH:14][CH:13]=2)[CH:3]=1)[CH:36]=[CH2:35]. (3) Given the reactants [CH3:1][O:2][CH2:3][C@H:4]1[CH2:8][CH2:7][CH2:6][N:5]1[CH2:9]CC(N(OC)C)=O.C([N:19]([CH2:30][CH3:31])[C:20](=[O:29])[C:21]1[CH:26]=[CH:25][CH:24]=[C:23]([Cl:27])[C:22]=1[CH3:28])C, predict the reaction product. The product is: [ClH:27].[Cl:27][C:23]1[CH:24]=[CH:25][CH:26]=[C:21]2[C:22]=1[CH:28]=[C:30]([CH2:31][CH2:9][N:5]1[CH2:6][CH2:7][CH2:8][C@@H:4]1[CH2:3][O:2][CH3:1])[NH:19][C:20]2=[O:29]. (4) The product is: [NH2:1][C:2]1[CH:7]=[CH:6][C:5]([O:8][CH2:30][C@@H:23]([NH:22][C:20](=[O:21])[O:19][C:15]([CH3:16])([CH3:18])[CH3:17])[CH3:24])=[C:4]([C:9]2[N:13]([CH3:14])[N:12]=[CH:11][CH:10]=2)[CH:3]=1. Given the reactants [NH2:1][C:2]1[CH:7]=[CH:6][C:5]([OH:8])=[C:4]([C:9]2[N:13]([CH3:14])[N:12]=[CH:11][CH:10]=2)[CH:3]=1.[C:15]([O:19][C:20]([NH:22][C@@H:23]([CH3:30])[CH2:24]OS(C)(=O)=O)=[O:21])([CH3:18])([CH3:17])[CH3:16].C(=O)([O-])[O-].[Cs+].[Cs+], predict the reaction product. (5) Given the reactants Br[C:2]1[CH:3]=[C:4]2[C:8](=[CH:9][CH:10]=1)[N:7]([CH3:11])[N:6]=[C:5]2[C:12]1[CH:13]=[N:14][CH:15]=[CH:16][CH:17]=1.C(Cl)Cl.[B:21]1([B:21]2[O:25][C:24]([CH3:27])([CH3:26])[C:23]([CH3:29])([CH3:28])[O:22]2)[O:25][C:24]([CH3:27])([CH3:26])[C:23]([CH3:29])([CH3:28])[O:22]1.CC([O-])=O.[K+], predict the reaction product. The product is: [CH3:11][N:7]1[C:8]2[C:4](=[CH:3][C:2]([B:21]3[O:25][C:24]([CH3:27])([CH3:26])[C:23]([CH3:29])([CH3:28])[O:22]3)=[CH:10][CH:9]=2)[C:5]([C:12]2[CH:13]=[N:14][CH:15]=[CH:16][CH:17]=2)=[N:6]1. (6) Given the reactants [Br:1][C:2]1[CH:3]=[CH:4][CH:5]=[C:6]2[C:22]=1[C:9]1([CH2:14][CH2:13][N:12](C(OC(C)(C)C)=O)[CH2:11][CH2:10]1)[CH2:8][CH:7]2[CH:23]([CH3:29])[C:24]([O:26][CH2:27][CH3:28])=[O:25], predict the reaction product. The product is: [Br:1][C:2]1[CH:3]=[CH:4][CH:5]=[C:6]2[C:22]=1[C:9]1([CH2:10][CH2:11][NH:12][CH2:13][CH2:14]1)[CH2:8][CH:7]2[CH:23]([CH3:29])[C:24]([O:26][CH2:27][CH3:28])=[O:25].